This data is from Forward reaction prediction with 1.9M reactions from USPTO patents (1976-2016). The task is: Predict the product of the given reaction. (1) Given the reactants [CH:1]1([CH2:7][CH2:8][O:9][C:10]2[CH:11]=[CH:12][C:13]([CH2:16][N:17]3[CH2:22][CH2:21][N:20](C(OC(C)(C)C)=O)[CH2:19][CH2:18]3)=[N:14][CH:15]=2)[CH2:6][CH2:5][CH2:4][CH2:3][CH2:2]1.[ClH:30].O1CCOCC1, predict the reaction product. The product is: [ClH:30].[ClH:30].[ClH:30].[CH:1]1([CH2:7][CH2:8][O:9][C:10]2[CH:11]=[CH:12][C:13]([CH2:16][N:17]3[CH2:22][CH2:21][NH:20][CH2:19][CH2:18]3)=[N:14][CH:15]=2)[CH2:6][CH2:5][CH2:4][CH2:3][CH2:2]1. (2) Given the reactants [Cl:1][C:2]1[CH:26]=[CH:25][CH:24]=[CH:23][C:3]=1[C:4]([NH:6][C@H:7]1[CH2:11][CH2:10][CH2:9][C@@H:8]1[NH:12][C:13]1C=[CH:17][C:16]([C:19]([F:22])([F:21])[F:20])=[CH:15][N:14]=1)=[O:5].Cl.[NH2:28][C@H]1CCC[C@@H]1NC(=O)C1C=CC=CC=1Cl.ClC1N=CC(C(F)(F)F)=CN=1, predict the reaction product. The product is: [Cl:1][C:2]1[CH:26]=[CH:25][CH:24]=[CH:23][C:3]=1[C:4]([NH:6][C@H:7]1[CH2:11][CH2:10][CH2:9][C@@H:8]1[NH:12][C:13]1[N:28]=[CH:17][C:16]([C:19]([F:21])([F:20])[F:22])=[CH:15][N:14]=1)=[O:5]. (3) Given the reactants [N+:1]([C:4]1[CH:5]=[C:6]2[C:10](=[CH:11][CH:12]=1)[NH:9][N:8]=[CH:7]2)([O-:3])=[O:2].C(=O)([O-])[O-].[Cs+].[Cs+].[F:19][C:20]1[CH:21]=[C:22]([CH:25]=[CH:26][CH:27]=1)[CH2:23]Br.[N+](C1C2C(=CC=CC=2)NN=1)([O-])=O, predict the reaction product. The product is: [N+:1]([C:4]1[CH:5]=[C:6]2[C:10](=[CH:11][CH:12]=1)[N:9]([CH2:23][C:22]1[CH:25]=[CH:26][CH:27]=[C:20]([F:19])[CH:21]=1)[N:8]=[CH:7]2)([O-:3])=[O:2].